From a dataset of Forward reaction prediction with 1.9M reactions from USPTO patents (1976-2016). Predict the product of the given reaction. (1) Given the reactants [Br:1][C:2]([C:12]1[CH:17]=[CH:16][CH:15]=[CH:14][CH:13]=1)=[C:3]([NH:9][CH:10]=O)[C:4]([O:6][CH2:7][CH3:8])=[O:5].C(N(CC)CC)C.P(Cl)(Cl)(Cl)=O.C(=O)(O)[O-].[Na+], predict the reaction product. The product is: [Br:1][C:2]([C:12]1[CH:13]=[CH:14][CH:15]=[CH:16][CH:17]=1)=[C:3]([N+:9]#[C-:10])[C:4]([O:6][CH2:7][CH3:8])=[O:5]. (2) The product is: [C:5]([O:4][C:1]1[CH:12]=[C:11]([C:15]2[CH:16]=[N:17][CH:18]=[C:19]([CH:23]=2)[C:20]([OH:22])=[O:21])[CH:10]=[CH:9][CH:2]=1)(=[O:7])[CH3:6]. Given the reactants [C:1]([O:4][C:5](=[O:7])[CH3:6])(=O)[CH3:2].O[C:9]1[CH:10]=[C:11]([C:15]2[CH:16]=[N:17][CH:18]=[C:19]([CH:23]=2)[C:20]([OH:22])=[O:21])[CH:12]=CC=1.O.Cl, predict the reaction product. (3) Given the reactants [F:1][C:2]([F:24])([F:23])[C:3]1[CH:11]=[C:10]2[C:6]([CH:7]=[N:8][NH:9]2)=[C:5]([C:12]2[CH:13]=[N:14][N:15]([CH2:17][C:18]([O:20]CC)=[O:19])[CH:16]=2)[CH:4]=1.[OH-].[Li+].[ClH:27], predict the reaction product. The product is: [ClH:27].[F:23][C:2]([F:1])([F:24])[C:3]1[CH:11]=[C:10]2[C:6]([CH:7]=[N:8][NH:9]2)=[C:5]([C:12]2[CH:13]=[N:14][N:15]([CH2:17][C:18]([OH:20])=[O:19])[CH:16]=2)[CH:4]=1. (4) The product is: [Cl:26][C:11]1[C:12]2[N:13]([N:15]=[CH:16][N:17]=2)[CH:14]=[C:9]([C:3]2[CH:4]=[CH:5][C:6]([Cl:8])=[CH:7][C:2]=2[Cl:1])[N:10]=1. Given the reactants [Cl:1][C:2]1[CH:7]=[C:6]([Cl:8])[CH:5]=[CH:4][C:3]=1[C:9]1[NH:10][C:11](=O)[C:12]2[N:13]([N:15]=[CH:16][N:17]=2)[CH:14]=1.C(=O)(O)[O-].[Na+].P(Cl)(Cl)([Cl:26])=O, predict the reaction product. (5) The product is: [Br:17][CH2:14][C:9]1[CH:10]=[CH:11][CH:12]=[CH:13][C:8]=1[C:5]1[CH:6]=[CH:7][C:2]([F:1])=[CH:3][CH:4]=1. Given the reactants [F:1][C:2]1[CH:7]=[CH:6][C:5]([C:8]2[CH:13]=[CH:12][CH:11]=[CH:10][C:9]=2[CH2:14]O)=[CH:4][CH:3]=1.C(Br)(Br)(Br)[Br:17].C1(P(C2C=CC=CC=2)C2C=CC=CC=2)C=CC=CC=1, predict the reaction product. (6) Given the reactants CS(C)=O.C(Cl)(=O)C(Cl)=O.[C:11]([O:15][C:16](=[O:24])[NH:17][C:18]([CH3:23])([CH3:22])[CH2:19][CH2:20][OH:21])([CH3:14])([CH3:13])[CH3:12].C(N(CC)CC)C, predict the reaction product. The product is: [C:11]([O:15][C:16]([NH:17][C:18]([CH3:23])([CH3:22])[CH2:19][CH:20]=[O:21])=[O:24])([CH3:14])([CH3:13])[CH3:12].